From a dataset of Catalyst prediction with 721,799 reactions and 888 catalyst types from USPTO. Predict which catalyst facilitates the given reaction. (1) The catalyst class is: 6. Product: [C:1]1([C:7]2[CH:8]=[C:9]([CH:12]=[C:13]([C:16]([O:18][CH2:7][C:1]3[CH:6]=[CH:5][CH:4]=[CH:3][CH:2]=3)=[O:17])[C:14]=2[OH:15])[CH:10]=[O:11])[CH:2]=[CH:3][CH:4]=[CH:5][CH:6]=1. Reactant: [C:1]1([C:7]2[CH:8]=[C:9]([CH:12]=[C:13]([C:16]([OH:18])=[O:17])[C:14]=2[OH:15])[CH:10]=[O:11])[CH:6]=[CH:5][CH:4]=[CH:3][CH:2]=1. (2) Reactant: [OH:1][CH:2](CO)[CH2:3][CH2:4][CH2:5][CH2:6][CH2:7][CH2:8][CH2:9][CH2:10][C:11]([O:13][CH2:14][O:15][C:16](=[O:29])[CH2:17][CH2:18][CH2:19][CH2:20][CH2:21][CH2:22][CH2:23][CH2:24][CH:25]([OH:28])CO)=[O:12].I([O-])(=O)(=O)=O.[Na+].O1CCCC1. Product: [O:1]=[CH:2][CH2:3][CH2:4][CH2:5][CH2:6][CH2:7][CH2:8][CH2:9][CH2:10][C:11]([O:13][CH2:14][O:15][C:16](=[O:29])[CH2:17][CH2:18][CH2:19][CH2:20][CH2:21][CH2:22][CH2:23][CH2:24][CH:25]=[O:28])=[O:12]. The catalyst class is: 6. (3) Reactant: [H-].[Al+3].[Li+].[H-].[H-].[H-].[NH2:7][C:8]1[C:18]([Cl:19])=[CH:17][C:11]([C:12](OCC)=[O:13])=[C:10]([O:20][CH3:21])[CH:9]=1. Product: [NH2:7][C:8]1[C:18]([Cl:19])=[CH:17][C:11]([CH2:12][OH:13])=[C:10]([O:20][CH3:21])[CH:9]=1. The catalyst class is: 7. (4) Reactant: [C:9](O[C:9]([O:11][C:12]([CH3:15])([CH3:14])[CH3:13])=[O:10])([O:11][C:12]([CH3:15])([CH3:14])[CH3:13])=[O:10].[Si:16]([O:23][CH2:24][CH2:25][CH:26]1[NH:31][CH2:30][CH2:29][N:28]([CH:32]([CH2:37][C:38]2[CH:47]=[CH:46][C:45]3[C:40](=[CH:41][CH:42]=[CH:43][CH:44]=3)[CH:39]=2)[C:33]([NH:35][CH3:36])=[O:34])[C:27]1=O)([C:19]([CH3:22])([CH3:21])[CH3:20])([CH3:18])[CH3:17].C(N(CC)CC)C. Product: [C:12]([O:11][C:9]([N:31]1[CH2:30][CH2:29][N:28]([CH:32]([C:33](=[O:34])[NH:35][CH3:36])[CH2:37][C:38]2[CH:47]=[CH:46][C:45]3[C:40](=[CH:41][CH:42]=[CH:43][CH:44]=3)[CH:39]=2)[CH2:27][CH:26]1[CH2:25][CH2:24][O:23][Si:16]([C:19]([CH3:22])([CH3:21])[CH3:20])([CH3:18])[CH3:17])=[O:10])([CH3:13])([CH3:14])[CH3:15]. The catalyst class is: 4. (5) Product: [Cl:1][C:2]1[CH:3]=[CH:4][C:5]([CH:8]2[NH:14][C:15](=[O:22])[CH:16]([C:17]([CH:19]3[CH2:20][CH2:21]3)=[O:18])[C:9]2=[O:11])=[CH:6][CH:7]=1. The catalyst class is: 513. Reactant: [Cl:1][C:2]1[CH:7]=[CH:6][C:5]([CH:8]([NH:14][C:15](=[O:22])[CH2:16][C:17]([CH:19]2[CH2:21][CH2:20]2)=[O:18])[C:9]([O:11]CC)=O)=[CH:4][CH:3]=1. (6) Reactant: [CH2:1]([O:8][C:9]1[CH:14]=[CH:13][C:12]([S:15][C:16]2[CH:21]=[CH:20][C:19]([NH2:22])=[CH:18][CH:17]=2)=[C:11]([N+:23]([O-:25])=[O:24])[CH:10]=1)[C:2]1[CH:7]=[CH:6][CH:5]=[CH:4][CH:3]=1.[CH3:26][C:27]([O:30][C:31](O[C:31]([O:30][C:27]([CH3:29])([CH3:28])[CH3:26])=[O:32])=[O:32])([CH3:29])[CH3:28]. Product: [C:27]([O:30][C:31](=[O:32])[NH:22][C:19]1[CH:20]=[CH:21][C:16]([S:15][C:12]2[CH:13]=[CH:14][C:9]([O:8][CH2:1][C:2]3[CH:7]=[CH:6][CH:5]=[CH:4][CH:3]=3)=[CH:10][C:11]=2[N+:23]([O-:25])=[O:24])=[CH:17][CH:18]=1)([CH3:29])([CH3:28])[CH3:26]. The catalyst class is: 12. (7) Product: [NH2:52][C:53]1[CH:58]=[C:57]([Cl:59])[CH:56]=[CH:55][C:54]=1[NH:60][C:61](=[O:72])[C:62]1[CH:67]=[CH:66][C:65]([NH:68][CH2:69][CH2:70][NH:71][C:19]([C:15]2[C:14]([CH3:22])=[C:13](/[CH:12]=[C:5]3\[C:6](=[O:11])[NH:7][C:8]4[C:4]\3=[CH:3][C:2]([F:1])=[CH:10][CH:9]=4)[NH:17][C:16]=2[CH3:18])=[O:21])=[N:64][CH:63]=1. The catalyst class is: 650. Reactant: [F:1][C:2]1[CH:3]=[C:4]2[C:8](=[CH:9][CH:10]=1)[NH:7][C:6](=[O:11])/[C:5]/2=[CH:12]\[C:13]1[NH:17][C:16]([CH3:18])=[C:15]([C:19]([OH:21])=O)[C:14]=1[CH3:22].Cl.C(N=C=NCCCN(C)C)C.OC1C2N=NNC=2C=CC=1.C(N(CC)CC)C.[NH2:52][C:53]1[CH:58]=[C:57]([Cl:59])[CH:56]=[CH:55][C:54]=1[NH:60][C:61](=[O:72])[C:62]1[CH:67]=[CH:66][C:65]([NH:68][CH2:69][CH2:70][NH2:71])=[N:64][CH:63]=1. (8) Reactant: [CH2:1]([O:8][C:9]([C:11]1[CH:20]=[C:19]2[C:14]([CH2:15][CH2:16][C:17]([C:27](O)=[O:28])=[C:18]2[C:21]2[CH:26]=[CH:25][CH:24]=[CH:23][CH:22]=2)=[CH:13][CH:12]=1)=[O:10])[C:2]1[CH:7]=[CH:6][CH:5]=[CH:4][CH:3]=1.C1COCC1.C(Cl)(=O)OCC(C)C. Product: [OH:28][CH2:27][C:17]1[CH2:16][CH2:15][C:14]2[CH:13]=[CH:12][C:11]([C:9]([O:8][CH2:1][C:2]3[CH:3]=[CH:4][CH:5]=[CH:6][CH:7]=3)=[O:10])=[CH:20][C:19]=2[C:18]=1[C:21]1[CH:26]=[CH:25][CH:24]=[CH:23][CH:22]=1. The catalyst class is: 66. (9) Reactant: Cl.[NH2:2][OH:3].C(=O)(O)[O-].[Na+].[C:9]([C:11]1[CH:12]=[N:13][CH:14]=[CH:15][CH:16]=1)#[N:10].C1(C)C=CC=CC=1. Product: [OH:3][NH:2][C:9](=[NH:10])[C:11]1[CH:16]=[CH:15][CH:14]=[N:13][CH:12]=1. The catalyst class is: 32. (10) Reactant: [NH3:1].[F:2][C:3]([F:9])([F:8])[CH2:4][CH:5]1[CH2:7][O:6]1. Product: [NH2:1][CH2:7][CH:5]([OH:6])[CH2:4][C:3]([F:9])([F:8])[F:2]. The catalyst class is: 5.